The task is: Predict the reactants needed to synthesize the given product.. This data is from Full USPTO retrosynthesis dataset with 1.9M reactions from patents (1976-2016). (1) Given the product [NH2:3][C:4]1[CH:9]=[C:8]([O:30][CH2:29][CH2:28][CH2:27][N:21]2[CH2:26][CH2:25][O:24][CH2:23][CH2:22]2)[C:7]([F:11])=[CH:6][C:5]=1[C:12]([C:14]1[CH:19]=[CH:18][CH:17]=[CH:16][C:15]=1[Cl:20])=[O:13], predict the reactants needed to synthesize it. The reactants are: [H-].[Na+].[NH2:3][C:4]1[CH:9]=[C:8](F)[C:7]([F:11])=[CH:6][C:5]=1[C:12]([C:14]1[CH:19]=[CH:18][CH:17]=[CH:16][C:15]=1[Cl:20])=[O:13].[N:21]1([CH2:27][CH2:28][CH2:29][OH:30])[CH2:26][CH2:25][O:24][CH2:23][CH2:22]1. (2) Given the product [CH2:3]([N:10]1[CH2:15][CH2:14][N:13]([CH2:16][CH2:17][CH2:18][N:19]2[CH2:23][CH2:22][O:21][C:20]2=[O:25])[CH2:12][CH2:11]1)[C:4]1[CH:9]=[CH:8][CH:7]=[CH:6][CH:5]=1, predict the reactants needed to synthesize it. The reactants are: [H-].[Na+].[CH2:3]([N:10]1[CH2:15][CH2:14][N:13]([CH2:16][CH2:17][CH2:18][NH:19][C:20](=[O:25])[O:21][CH2:22][CH2:23]Cl)[CH2:12][CH2:11]1)[C:4]1[CH:9]=[CH:8][CH:7]=[CH:6][CH:5]=1. (3) Given the product [F:11][C:12]1[CH:13]=[C:14]([CH:17]=[CH:18][C:19]=1[F:20])[CH2:15][N:6]1[C:5]2[CH:7]=[CH:8][CH:9]=[CH:10][C:4]=2[N:3]=[C:2]1[NH:25][C:24]1[CH:26]=[CH:27][C:28]([F:29])=[C:22]([F:21])[CH:23]=1, predict the reactants needed to synthesize it. The reactants are: Cl[C:2]1[NH:3][C:4]2[CH:10]=[CH:9][CH:8]=[CH:7][C:5]=2[N:6]=1.[F:11][C:12]1[CH:13]=[C:14]([CH:17]=[CH:18][C:19]=1[F:20])[CH2:15]Br.[F:21][C:22]1[CH:23]=[C:24]([CH:26]=[CH:27][C:28]=1[F:29])[NH2:25]. (4) The reactants are: [C:1](=[O:4])([OH:3])[NH2:2].FC(F)(F)S([C:10]1([OH:30])[C:23]2[O:24][C@@H:20]3[C@@:21]45[CH2:25][CH2:26][N:27]([CH3:28])[C@@H:15]([C@@H:16]4[CH:17]=[CH:18][C@@H:19]3[OH:29])[CH2:14][C:13]([C:22]5=2)=[CH:12][CH2:11]1)(=O)=O.C(N(CC)CC)C.B.OC(C(O)(C)C)(C)C. Given the product [C:1](=[O:3])([OH:4])[NH2:2].[CH:12]1[C:13]2[CH2:14][C@H:15]3[N:27]([CH2:26][CH2:25][C@@:21]45[C@H:16]3[CH:17]=[CH:18][C@H:19]([OH:29])[C@@H:20]4[O:24][C:23]([C:22]=25)=[C:10]([OH:30])[CH:11]=1)[CH3:28], predict the reactants needed to synthesize it. (5) Given the product [Br:1][C:2]1[CH:3]=[C:4]2[C:9](=[C:10]([Br:12])[CH:11]=1)[NH:8][C:7]([C:13]1[CH:18]=[CH:17][C:16]([Cl:19])=[CH:15][CH:14]=1)=[C:6]([CH2:27][C:24]1[CH:25]=[CH:26][N:21]=[CH:22][CH:23]=1)[C:5]2=[O:20], predict the reactants needed to synthesize it. The reactants are: [Br:1][C:2]1[CH:3]=[C:4]2[C:9](=[C:10]([Br:12])[CH:11]=1)[NH:8][CH:7]([C:13]1[CH:18]=[CH:17][C:16]([Cl:19])=[CH:15][CH:14]=1)[CH2:6][C:5]2=[O:20].[N:21]1[CH:26]=[CH:25][C:24]([CH:27]=O)=[CH:23][CH:22]=1.N1CCCCC1. (6) Given the product [N+:16]([C:8]1[CH:7]=[C:6]([CH:11]=[CH:10][C:9]=1[C:12]([F:13])([F:14])[F:15])[NH2:5])([O-:18])=[O:17], predict the reactants needed to synthesize it. The reactants are: CC(C)(C)C([NH:5][C:6]1[CH:11]=[CH:10][C:9]([C:12]([F:15])([F:14])[F:13])=[C:8]([N+:16]([O-:18])=[O:17])[CH:7]=1)=O.C([O-])(O)=O.[Na+].